From a dataset of Full USPTO retrosynthesis dataset with 1.9M reactions from patents (1976-2016). Predict the reactants needed to synthesize the given product. (1) Given the product [F:57][C:49]1[CH:48]=[C:47]([C:46]2[N:45]=[C:13]([C:12]3[CH:11]=[CH:10][C:9]([C:4]4[CH:5]=[CH:6][CH:7]=[CH:8][C:3]=4[C:2]([F:1])([F:19])[F:18])=[CH:17][CH:16]=3)[O:15][N:58]=2)[CH:56]=[CH:55][C:50]=1[C:51]([O:53][CH3:54])=[O:52], predict the reactants needed to synthesize it. The reactants are: [F:1][C:2]([F:19])([F:18])[C:3]1[CH:8]=[CH:7][CH:6]=[CH:5][C:4]=1[C:9]1[CH:17]=[CH:16][C:12]([C:13]([OH:15])=O)=[CH:11][CH:10]=1.C1(P(C2C=CC=CC=2)C2C=CC=CC=2)C=CC=CC=1.ClC(Cl)(Cl)C#N.[NH2:45][C:46](=[N:58]O)[C:47]1[CH:56]=[CH:55][C:50]([C:51]([O:53][CH3:54])=[O:52])=[C:49]([F:57])[CH:48]=1.CCN(C(C)C)C(C)C. (2) Given the product [ClH:1].[NH2:9][C:10]1[CH:15]=[C:14]([CH2:16][S:17][C:18]2[C:23]([C:24]([NH:26][C:27]3[CH:32]=[C:31]([CH3:33])[CH:30]=[C:29]([CH3:34])[CH:28]=3)=[O:25])=[CH:22][CH:21]=[CH:20][N:19]=2)[CH:13]=[CH:12][N:11]=1, predict the reactants needed to synthesize it. The reactants are: [ClH:1].C(OC([NH:9][C:10]1[CH:15]=[C:14]([CH2:16][S:17][C:18]2[C:23]([C:24]([NH:26][C:27]3[CH:32]=[C:31]([CH3:33])[CH:30]=[C:29]([CH3:34])[CH:28]=3)=[O:25])=[CH:22][CH:21]=[CH:20][N:19]=2)[CH:13]=[CH:12][N:11]=1)=O)(C)(C)C.C(O)C. (3) Given the product [Cl:23][C:20]1[CH:21]=[CH:22][C:17]([CH2:16][N:9]([C:10]2[CH:15]=[CH:14][CH:13]=[CH:12][CH:11]=2)[NH:8][C:28]2[S:29][CH2:30][CH2:31][N:32]=2)=[CH:18][C:19]=1[C:24]([F:27])([F:25])[F:26], predict the reactants needed to synthesize it. The reactants are: C(OC([N:8]([C:28]1[S:29][CH2:30][CH2:31][N:32]=1)[N:9]([CH2:16][C:17]1[CH:22]=[CH:21][C:20]([Cl:23])=[C:19]([C:24]([F:27])([F:26])[F:25])[CH:18]=1)[C:10]1[CH:15]=[CH:14][CH:13]=[CH:12][CH:11]=1)=O)(C)(C)C.FC(F)(F)C(O)=O. (4) Given the product [CH3:8][O:9][C:10]1[CH:15]=[C:14]([C:16]([F:17])([F:19])[F:18])[CH:13]=[CH:12][C:11]=1[CH2:20][CH2:21][NH2:22], predict the reactants needed to synthesize it. The reactants are: [BH4-].[Li+].Cl[Si](C)(C)C.[CH3:8][O:9][C:10]1[CH:15]=[C:14]([C:16]([F:19])([F:18])[F:17])[CH:13]=[CH:12][C:11]=1/[CH:20]=[CH:21]/[N+:22]([O-])=O. (5) Given the product [C:1]([O:5][C:6](=[O:37])[NH:7][C@@H:8]([CH2:19][C:20]1[C:28]2[C:23](=[CH:24][CH:25]=[C:26]([O:29][Si:30]([C:33]([CH3:36])([CH3:35])[CH3:34])([CH3:31])[CH3:32])[CH:27]=2)[NH:22][CH:21]=1)[C:9]([N:11]1[CH2:15][CH2:14][CH2:13][C@H:12]1[C:16]#[N:17])=[O:10])([CH3:2])([CH3:4])[CH3:3], predict the reactants needed to synthesize it. The reactants are: [C:1]([O:5][C:6](=[O:37])[NH:7][C@@H:8]([CH2:19][C:20]1[C:28]2[C:23](=[CH:24][CH:25]=[C:26]([O:29][Si:30]([C:33]([CH3:36])([CH3:35])[CH3:34])([CH3:32])[CH3:31])[CH:27]=2)[NH:22][CH:21]=1)[C:9]([N:11]1[CH2:15][CH2:14][CH2:13][C@H:12]1[C:16](=O)[NH2:17])=[O:10])([CH3:4])([CH3:3])[CH3:2].N1C=CN=C1.O=P(Cl)(Cl)Cl. (6) Given the product [CH3:35][NH:36][CH:25]1[CH2:24][CH2:23][CH:22]([N:21]2[C:14]3[C:13]([O:12][C:11]4[CH:29]=[CH:30][C:8]([O:1][C:2]5[CH:3]=[CH:4][CH:5]=[CH:6][CH:7]=5)=[CH:9][CH:10]=4)=[N:18][CH:17]=[N:16][C:15]=3[CH:19]=[CH:20]2)[CH2:27][CH2:26]1, predict the reactants needed to synthesize it. The reactants are: [O:1]([C:8]1[CH:30]=[CH:29][C:11]([O:12][C:13]2[C:14]3[N:21]([CH:22]4[CH2:27][CH2:26][C:25](=O)[CH2:24][CH2:23]4)[CH:20]=[CH:19][C:15]=3[N:16]=[CH:17][N:18]=2)=[CH:10][CH:9]=1)[C:2]1[CH:7]=[CH:6][CH:5]=[CH:4][CH:3]=1.CC(O)=O.[CH3:35][NH2:36].[BH4-].[Na+].